From a dataset of Forward reaction prediction with 1.9M reactions from USPTO patents (1976-2016). Predict the product of the given reaction. (1) Given the reactants FC(F)(F)S(O[C:7]1[C:8]([CH3:32])([CH3:31])[NH:9][C:10](=[O:30])[C:11]=1[C:12]1[CH:17]=[CH:16][C:15]([O:18][CH2:19][C:20]2[CH:29]=[CH:28][C:27]3[C:22](=[CH:23][CH:24]=[CH:25][CH:26]=3)[N:21]=2)=[CH:14][CH:13]=1)(=O)=O.[CH3:35][O:36][C:37]1[CH:42]=[CH:41][C:40](B(O)O)=[CH:39][CH:38]=1.C([O-])([O-])=O.[Na+].[Na+], predict the reaction product. The product is: [CH3:35][O:36][C:37]1[CH:42]=[CH:41][C:40]([C:7]2[C:8]([CH3:32])([CH3:31])[NH:9][C:10](=[O:30])[C:11]=2[C:12]2[CH:13]=[CH:14][C:15]([O:18][CH2:19][C:20]3[CH:29]=[CH:28][C:27]4[C:22](=[CH:23][CH:24]=[CH:25][CH:26]=4)[N:21]=3)=[CH:16][CH:17]=2)=[CH:39][CH:38]=1. (2) Given the reactants [CH3:1][N:2]1[C:7](=[O:8])[C:6]([NH:9][C:10]2[CH:15]=[CH:14][CH:13]=[C:12]([N:16]3[CH2:21][CH2:20][N:19]([CH3:22])[CH2:18][CH2:17]3)[N:11]=2)=[CH:5][C:4]([C:23]2[C:28]([CH:29]=[O:30])=[C:27]([N:31]3[CH2:43][CH2:42][N:34]4[C:35]5[CH2:36][CH2:37][CH2:38][CH2:39][C:40]=5[CH:41]=[C:33]4[C:32]3=[O:44])[N:26]=[CH:25][CH:24]=2)=[CH:3]1.[BH4-].[Na+], predict the reaction product. The product is: [OH:30][CH2:29][C:28]1[C:27]([N:31]2[CH2:43][CH2:42][N:34]3[C:35]4[CH2:36][CH2:37][CH2:38][CH2:39][C:40]=4[CH:41]=[C:33]3[C:32]2=[O:44])=[N:26][CH:25]=[CH:24][C:23]=1[C:4]1[CH:5]=[C:6]([NH:9][C:10]2[CH:15]=[CH:14][CH:13]=[C:12]([N:16]3[CH2:21][CH2:20][N:19]([CH3:22])[CH2:18][CH2:17]3)[N:11]=2)[C:7](=[O:8])[N:2]([CH3:1])[CH:3]=1. (3) Given the reactants CO.C(O)(=O)C.[Br:7][C:8]1[CH:20]=[CH:19][C:11]([C:12]([O:14][C:15]([CH3:18])([CH3:17])[CH3:16])=[O:13])=[C:10]([N+:21]([O-])=O)[CH:9]=1.C(=O)([O-])O.[Na+], predict the reaction product. The product is: [NH2:21][C:10]1[CH:9]=[C:8]([Br:7])[CH:20]=[CH:19][C:11]=1[C:12]([O:14][C:15]([CH3:18])([CH3:16])[CH3:17])=[O:13]. (4) Given the reactants [C:1]([O:5][C:6]([N:8]1[CH2:13][CH2:12][C:11]([OH:15])([CH3:14])[CH2:10][CH2:9]1)=[O:7])([CH3:4])([CH3:3])[CH3:2].[H-].[Na+].[CH3:18]I, predict the reaction product. The product is: [C:1]([O:5][C:6]([N:8]1[CH2:13][CH2:12][C:11]([O:15][CH3:18])([CH3:14])[CH2:10][CH2:9]1)=[O:7])([CH3:4])([CH3:2])[CH3:3]. (5) Given the reactants ClC1C2C(=CC=C(F)C=2)N=C(C(N2C(=O)C3C(=CC=CC=3)C2=O)C)C=1C1C=CC=CC=1.NN.[Cl:34][C:35]1[C:44]2[C:39](=[CH:40][CH:41]=[C:42]([F:45])[CH:43]=2)[N:38]=[C:37]([CH:46]([NH2:48])[CH3:47])[C:36]=1[C:49]1[CH:54]=[CH:53][CH:52]=[CH:51][CH:50]=1.C(N(C(C)C)C(C)C)C.[C:64](O[C:64]([O:66][C:67]([CH3:70])([CH3:69])[CH3:68])=[O:65])([O:66][C:67]([CH3:70])([CH3:69])[CH3:68])=[O:65], predict the reaction product. The product is: [Cl:34][C:35]1[C:44]2[C:39](=[CH:40][CH:41]=[C:42]([F:45])[CH:43]=2)[N:38]=[C:37]([CH:46]([NH:48][C:64](=[O:65])[O:66][C:67]([CH3:70])([CH3:69])[CH3:68])[CH3:47])[C:36]=1[C:49]1[CH:54]=[CH:53][CH:52]=[CH:51][CH:50]=1. (6) Given the reactants Br[CH2:2][C:3]1([CH3:7])[CH2:6][O:5][CH2:4]1.[F:8][C:9]([F:29])([C:13]([F:28])([F:27])[C:14]([F:26])([F:25])[C:15]([F:24])([F:23])[C:16]([F:22])([F:21])[C:17]([F:20])([F:19])[F:18])[CH2:10][CH2:11][OH:12].[H-].[Na+], predict the reaction product. The product is: [F:8][C:9]([F:29])([C:13]([F:27])([F:28])[C:14]([F:25])([F:26])[C:15]([F:23])([F:24])[C:16]([F:21])([F:22])[C:17]([F:20])([F:19])[F:18])[CH2:10][CH2:11][O:12][CH2:2][C:3]1([CH3:7])[CH2:6][O:5][CH2:4]1. (7) Given the reactants Cl[C:2]1[CH:3]=[CH:4][C:5]2[C:13]3[CH:8]([CH:9]([CH3:14])[CH:10]=[CH:11][CH:12]=3)[NH:7][C:6]=2[N:15]=1.[H-].[NH2:17][NH2:18], predict the reaction product. The product is: [NH:17]([C:2]1[CH:3]=[CH:4][C:5]2[C:13]3[CH:8]([CH:9]([CH3:14])[CH:10]=[CH:11][CH:12]=3)[NH:7][C:6]=2[N:15]=1)[NH2:18].